From a dataset of Full USPTO retrosynthesis dataset with 1.9M reactions from patents (1976-2016). Predict the reactants needed to synthesize the given product. (1) The reactants are: [OH:1][CH:2]([CH3:17])[CH2:3][N:4]1[C:12]2[CH:13]=[C:14]([OH:16])[CH:15]=[C:10]3[C:11]=2[C:6]([CH2:7][CH2:8][CH2:9]3)=[N:5]1.C([O-])([O-])=O.[K+].[K+].[CH2:24](Br)[C:25]1[CH:30]=[CH:29][CH:28]=[CH:27][CH:26]=1. Given the product [CH2:24]([O:16][C:14]1[CH:15]=[C:10]2[CH2:9][CH2:8][CH2:7][C:6]3=[N:5][N:4]([CH2:3][CH:2]([OH:1])[CH3:17])[C:12]([CH:13]=1)=[C:11]23)[C:25]1[CH:30]=[CH:29][CH:28]=[CH:27][CH:26]=1, predict the reactants needed to synthesize it. (2) Given the product [Br-:6].[CH3:11][O:10][C:8](=[O:9])[CH2:7][N+:3]1[CH:4]=[CH:5][S:1][CH:2]=1, predict the reactants needed to synthesize it. The reactants are: [S:1]1[CH:5]=[CH:4][N:3]=[CH:2]1.[Br:6][CH2:7][C:8]([O:10][CH3:11])=[O:9].